Predict the reactants needed to synthesize the given product. From a dataset of Full USPTO retrosynthesis dataset with 1.9M reactions from patents (1976-2016). Given the product [ClH:1].[CH3:2][C:3]1[CH:8]=[C:7]([C:9]2[NH:13][CH:12]=[N:11][N:10]=2)[CH:6]=[CH:5][C:4]=1[C:20]1[N:25]=[C:24]2[NH:26][C:27](=[O:30])[CH2:28][NH:29][C:23]2=[N:22][CH:21]=1, predict the reactants needed to synthesize it. The reactants are: [ClH:1].[CH3:2][C:3]1[CH:8]=[C:7]([C:9]2[N:13](C3CCCCO3)[CH:12]=[N:11][N:10]=2)[CH:6]=[CH:5][C:4]=1[C:20]1[N:25]=[C:24]2[NH:26][C:27](=[O:30])[CH2:28][NH:29][C:23]2=[N:22][CH:21]=1.